From a dataset of Full USPTO retrosynthesis dataset with 1.9M reactions from patents (1976-2016). Predict the reactants needed to synthesize the given product. (1) Given the product [N:28]1[CH:29]=[CH:30][CH:31]=[CH:32][C:27]=1[N:25]1[C:4]([OH:24])=[C:5]([CH2:14][C:15]2[CH:16]=[CH:17][C:18]([N+:21]([O-:23])=[O:22])=[CH:19][CH:20]=2)[C:6]([C:7]2[CH:8]=[CH:9][CH:10]=[CH:11][CH:12]=2)=[N:26]1, predict the reactants needed to synthesize it. The reactants are: C(O[C:4](=[O:24])[CH:5]([CH2:14][C:15]1[CH:20]=[CH:19][C:18]([N+:21]([O-:23])=[O:22])=[CH:17][CH:16]=1)[C:6](=O)[C:7]1[CH:12]=[CH:11][CH:10]=[CH:9][CH:8]=1)C.[NH:25]([C:27]1[CH:32]=[CH:31][CH:30]=[CH:29][N:28]=1)[NH2:26]. (2) Given the product [CH2:37]([O:22][C:19]1[CH:20]=[CH:21][C:16]([S:15][C:9]2[CH:10]=[CH:11][C:12]([CH3:14])=[CH:13][C:8]=2[NH:7][C:23]2[C:32]3[C:27](=[N:28][C:29]([S:33][CH2:34][CH3:35])=[N:30][CH:31]=3)[N:26]=[CH:25][N:24]=2)=[CH:17][CH:18]=1)[C:38]1[CH:43]=[CH:42][CH:41]=[CH:40][CH:39]=1, predict the reactants needed to synthesize it. The reactants are: C(OC(=O)[N:7]([C:23]1[C:32]2[C:27](=[N:28][C:29]([S:33][CH2:34][CH3:35])=[N:30][CH:31]=2)[N:26]=[CH:25][N:24]=1)[C:8]1[CH:13]=[C:12]([CH3:14])[CH:11]=[CH:10][C:9]=1[S:15][C:16]1[CH:21]=[CH:20][C:19]([OH:22])=[CH:18][CH:17]=1)(C)(C)C.[CH2:37](Br)[C:38]1[CH:43]=[CH:42][CH:41]=[CH:40][CH:39]=1.BrCC#N. (3) The reactants are: S(O)(O)(=O)=O.[NH2:6][C:7]1[CH:8]=[N:9][N:10]([CH:13]([CH3:15])[CH3:14])[C:11]=1[NH2:12].[C:16](O[C:16]([O:18][C:19]([CH3:22])([CH3:21])[CH3:20])=[O:17])([O:18][C:19]([CH3:22])([CH3:21])[CH3:20])=[O:17].O.[C:32](=[O:35])([O-])[OH:33].[Na+]. Given the product [C:19]([O:18][C:16]([NH:6][C:7]1[CH:8]=[N:9][N:10]([CH:13]([CH3:15])[CH3:14])[C:11]=1[NH:12][C:32](=[O:35])[O:33][C:19]([CH3:22])([CH3:21])[CH3:20])=[O:17])([CH3:22])([CH3:21])[CH3:20], predict the reactants needed to synthesize it. (4) Given the product [F:19][C:20]1[CH:28]=[CH:27][C:26]([CH2:29][C:30]2[C:39]3[C:34](=[CH:35][CH:36]=[CH:37][CH:38]=3)[C:33](=[O:40])[NH:32][N:31]=2)=[CH:25][C:21]=1[C:22]([N:9]1[CH2:10][CH2:11][CH:6]([O:5][CH:2]([CH3:4])[CH3:3])[CH2:7][CH2:8]1)=[O:23], predict the reactants needed to synthesize it. The reactants are: Cl.[CH:2]([O:5][CH:6]1[CH2:11][CH2:10][NH:9][CH2:8][CH2:7]1)([CH3:4])[CH3:3].C(N(CC)CC)C.[F:19][C:20]1[CH:28]=[CH:27][C:26]([CH2:29][C:30]2[C:39]3[C:34](=[CH:35][CH:36]=[CH:37][CH:38]=3)[C:33](=[O:40])[NH:32][N:31]=2)=[CH:25][C:21]=1[C:22](O)=[O:23].F[P-](F)(F)(F)(F)F.N1(OC(N(C)C)=[N+](C)C)C2C=CC=CC=2N=N1. (5) Given the product [CH:31]([O:30][C:28]1[N:29]=[C:25]([C:22]2[CH:23]=[CH:24][C:19]([O:18][CH2:17][CH2:16][CH2:15][O:14][C:10]3[CH:9]=[C:8]4[C:13](=[CH:12][CH:11]=3)[N:5]([CH2:4][C:3]([OH:36])=[O:2])[CH:6]=[CH:7]4)=[C:20]([O:34][CH3:35])[CH:21]=2)[S:26][CH:27]=1)([CH3:32])[CH3:33], predict the reactants needed to synthesize it. The reactants are: C[O:2][C:3](=[O:36])[CH2:4][N:5]1[C:13]2[C:8](=[CH:9][C:10]([O:14][CH2:15][CH2:16][CH2:17][O:18][C:19]3[CH:24]=[CH:23][C:22]([C:25]4[S:26][CH:27]=[C:28]([O:30][CH:31]([CH3:33])[CH3:32])[N:29]=4)=[CH:21][C:20]=3[O:34][CH3:35])=[CH:11][CH:12]=2)[CH:7]=[CH:6]1.O[Li].O. (6) Given the product [NH:10]1[C:11]2[CH:16]=[CH:15][CH:14]=[CH:13][C:12]=2[N:8]=[C:9]1[CH:5]([NH:6][C:7]([NH:26][C:27]12[CH2:34][CH2:33][C:30]([OH:35])([CH2:31][CH2:32]1)[CH2:29][CH2:28]2)=[O:17])[CH2:4][C:3]1[CH:18]=[CH:19][C:20]([O:23][CH3:24])=[C:21]([F:22])[C:2]=1[F:1], predict the reactants needed to synthesize it. The reactants are: [F:1][C:2]1[C:21]([F:22])=[C:20]([O:23][CH3:24])[CH:19]=[CH:18][C:3]=1[CH2:4][CH:5]1[C:9]2=[N:10][C:11]3[CH:16]=[CH:15][CH:14]=[CH:13][C:12]=3[N:8]2[C:7](=[O:17])[NH:6]1.Cl.[NH2:26][C:27]12[CH2:34][CH2:33][C:30]([OH:35])([CH2:31][CH2:32]1)[CH2:29][CH2:28]2.C(O)(C(F)(F)F)=O.